Dataset: Retrosynthesis with 50K atom-mapped reactions and 10 reaction types from USPTO. Task: Predict the reactants needed to synthesize the given product. (1) The reactants are: Cc1ccc(F)cc1[N+](=O)[O-].Sc1ccccc1. Given the product Cc1ccc(Sc2ccccc2)cc1[N+](=O)[O-], predict the reactants needed to synthesize it. (2) Given the product CCc1cccc(CC)c1S(=O)(=O)Nc1cc(C(F)(F)F)cc(C(F)(F)F)c1, predict the reactants needed to synthesize it. The reactants are: CCc1cccc(CC)c1S(=O)(=O)Cl.Nc1cc(C(F)(F)F)cc(C(F)(F)F)c1.